Dataset: NCI-60 drug combinations with 297,098 pairs across 59 cell lines. Task: Regression. Given two drug SMILES strings and cell line genomic features, predict the synergy score measuring deviation from expected non-interaction effect. (1) Drug 1: C1=CC=C(C(=C1)C(C2=CC=C(C=C2)Cl)C(Cl)Cl)Cl. Drug 2: CC1=C(C=C(C=C1)C(=O)NC2=CC(=CC(=C2)C(F)(F)F)N3C=C(N=C3)C)NC4=NC=CC(=N4)C5=CN=CC=C5. Cell line: T-47D. Synergy scores: CSS=4.90, Synergy_ZIP=0.208, Synergy_Bliss=4.62, Synergy_Loewe=3.47, Synergy_HSA=1.89. (2) Drug 1: C1CC(CCC1OC2=C(C(=CC=C2)Cl)F)(CC3=NC(=CC=C3)NC4=NC=CS4)C(=O)O. Drug 2: COCCOC1=C(C=C2C(=C1)C(=NC=N2)NC3=CC=CC(=C3)C#C)OCCOC. Cell line: UACC62. Synergy scores: CSS=51.4, Synergy_ZIP=8.27, Synergy_Bliss=10.6, Synergy_Loewe=11.4, Synergy_HSA=14.1. (3) Drug 1: CCC1(CC2CC(C3=C(CCN(C2)C1)C4=CC=CC=C4N3)(C5=C(C=C6C(=C5)C78CCN9C7C(C=CC9)(C(C(C8N6C=O)(C(=O)OC)O)OC(=O)C)CC)OC)C(=O)OC)O.OS(=O)(=O)O. Drug 2: COC1=C2C(=CC3=C1OC=C3)C=CC(=O)O2. Cell line: U251. Synergy scores: CSS=16.1, Synergy_ZIP=-10.0, Synergy_Bliss=-10.3, Synergy_Loewe=-12.7, Synergy_HSA=-12.4. (4) Drug 2: CS(=O)(=O)OCCCCOS(=O)(=O)C. Cell line: NCI-H460. Drug 1: C(=O)(N)NO. Synergy scores: CSS=1.68, Synergy_ZIP=-4.91, Synergy_Bliss=-0.995, Synergy_Loewe=-1.66, Synergy_HSA=-1.64. (5) Drug 1: CCCCCOC(=O)NC1=NC(=O)N(C=C1F)C2C(C(C(O2)C)O)O. Drug 2: C1CC(=O)NC(=O)C1N2C(=O)C3=CC=CC=C3C2=O. Cell line: MDA-MB-435. Synergy scores: CSS=-1.95, Synergy_ZIP=4.18, Synergy_Bliss=4.26, Synergy_Loewe=-3.53, Synergy_HSA=-5.11.